Dataset: Peptide-MHC class II binding affinity with 134,281 pairs from IEDB. Task: Regression. Given a peptide amino acid sequence and an MHC pseudo amino acid sequence, predict their binding affinity value. This is MHC class II binding data. (1) The peptide sequence is YHFDLSGHAFGAMAK. The MHC is DRB1_1302 with pseudo-sequence DRB1_1302. The binding affinity (normalized) is 0.240. (2) The peptide sequence is WFLPSIRAANVMAAS. The MHC is DRB5_0101 with pseudo-sequence DRB5_0101. The binding affinity (normalized) is 0.808. (3) The peptide sequence is PLYKLVHVFINTQYA. The MHC is HLA-DQA10102-DQB10502 with pseudo-sequence HLA-DQA10102-DQB10502. The binding affinity (normalized) is 0.576.